Dataset: Reaction yield outcomes from USPTO patents with 853,638 reactions. Task: Predict the reaction yield, written as a fraction of the theoretical maximum amount of product (1.0 means a 100% yield; for example, 0.34 means a 34% yield). (1) The reactants are [NH2:1][CH2:2][CH:3]([OH:5])[CH3:4].[O:6]1[CH:8]([CH2:9][CH2:10][CH2:11][CH2:12][CH2:13][CH3:14])[CH2:7]1. The catalyst is C(#N)C. The product is [CH2:8]([C:7]12[O:6][CH:8]([CH2:9][CH2:10][CH2:11][CH2:12][CH2:13][CH3:14])[CH2:7][N:1]1[CH2:2][CH:3]([CH3:4])[O:5]2)[CH2:9][CH2:10][CH3:11]. The yield is 0.200. (2) The reactants are [CH3:1][C:2]1[N:25]([CH3:26])[C:5]2[CH:6]=[C:7]([C:22]([OH:24])=O)[C:8]3[CH2:9][CH2:10][C:11]4([NH:20][C:21]=3[C:4]=2[N:3]=1)[CH2:19][C:18]1[C:13](=[CH:14][CH:15]=[CH:16][CH:17]=1)[CH2:12]4.CN(C(ON1N=NC2C=CC=CC1=2)=[N+](C)C)C.[B-](F)(F)(F)F.[NH:49]1[CH2:52][CH:51]([OH:53])[CH2:50]1. The catalyst is CN(C)C=O. The product is [CH3:1][C:2]1[N:25]([CH3:26])[C:5]2[CH:6]=[C:7]([C:22]([N:49]3[CH2:52][CH:51]([OH:53])[CH2:50]3)=[O:24])[C:8]3[CH2:9][CH2:10][C:11]4([NH:20][C:21]=3[C:4]=2[N:3]=1)[CH2:19][C:18]1[C:13](=[CH:14][CH:15]=[CH:16][CH:17]=1)[CH2:12]4. The yield is 0.670. (3) The reactants are [CH3:1][C:2]1[O:6][N:5]=[C:4]([C:7]2[CH:12]=[CH:11][CH:10]=[CH:9][CH:8]=2)[C:3]=1[CH2:13][O:14][C:15]1[CH:23]=[CH:22][C:18]([C:19]([OH:21])=O)=[CH:17][N:16]=1.Cl.[CH3:25][O:26][C:27](=[O:37])[C@H:28]([CH2:30][C:31]1[CH:36]=[CH:35][CH:34]=[CH:33][CH:32]=1)[NH2:29]. No catalyst specified. The product is [CH3:25][O:26][C:27](=[O:37])[C@@H:28]([NH:29][C:19]([C:18]1[CH:17]=[N:16][C:15]([O:14][CH2:13][C:3]2[C:4]([C:7]3[CH:8]=[CH:9][CH:10]=[CH:11][CH:12]=3)=[N:5][O:6][C:2]=2[CH3:1])=[CH:23][CH:22]=1)=[O:21])[CH2:30][C:31]1[CH:36]=[CH:35][CH:34]=[CH:33][CH:32]=1. The yield is 0.880. (4) The reactants are CCN(C(C)C)C(C)C.[CH:10]1([C:13](Cl)=[O:14])[CH2:12][CH2:11]1.Cl.[NH2:17][CH2:18][CH:19]1[CH2:24][CH2:23][CH:22]([C:25]([N:27]2[CH2:36][C:35]3[CH:34]=[N:33][N:32]([CH3:37])[C:31]=3[NH:30][C:29]3[CH:38]=[C:39]([Cl:42])[CH:40]=[CH:41][C:28]2=3)=[O:26])[CH2:21][CH2:20]1. The catalyst is ClCCl. The product is [Cl:42][C:39]1[CH:40]=[CH:41][C:28]2[N:27]([C:25]([CH:22]3[CH2:21][CH2:20][CH:19]([CH2:18][NH:17][C:13]([CH:10]4[CH2:12][CH2:11]4)=[O:14])[CH2:24][CH2:23]3)=[O:26])[CH2:36][C:35]3[CH:34]=[N:33][N:32]([CH3:37])[C:31]=3[NH:30][C:29]=2[CH:38]=1. The yield is 0.600. (5) The reactants are [Br:1][C:2]1[C:14]2[C:13]3[C:8](=[CH:9][C:10]([C:15]([OH:18])([CH3:17])[CH3:16])=[CH:11][CH:12]=3)[NH:7][C:6]=2[C:5]([C:19]([NH2:21])=[O:20])=[CH:4][CH:3]=1.[I:22]N1C(=O)CCC1=O.N1C=CC=CC=1. The catalyst is CN(C=O)C.CCOC(C)=O. The product is [Br:1][C:2]1[C:14]2[C:13]3[C:8](=[CH:9][C:10]([C:15]([OH:18])([CH3:17])[CH3:16])=[CH:11][CH:12]=3)[NH:7][C:6]=2[C:5]([C:19]([NH2:21])=[O:20])=[CH:4][C:3]=1[I:22]. The yield is 0.230.